This data is from Reaction yield outcomes from USPTO patents with 853,638 reactions. The task is: Predict the reaction yield, written as a fraction of the theoretical maximum amount of product (1.0 means a 100% yield; for example, 0.34 means a 34% yield). (1) The reactants are [Br:1][C:2]1[N:7]=[CH:6][C:5]2[C:8]([C:15]([OH:17])=O)=[C:9]([CH3:14])[N:10]([CH:11]([CH3:13])[CH3:12])[C:4]=2[CH:3]=1.[NH2:18][CH:19]1[CH2:24][CH2:23][O:22][CH2:21][CH2:20]1.F[P-](F)(F)(F)(F)F.N1(OC(N(C)C)=[N+](C)C)C2C=CC=CC=2N=N1.C(N(CC)C(C)C)(C)C. The catalyst is CN(C)C=O.C(=O)(O)[O-].[Na+]. The product is [Br:1][C:2]1[N:7]=[CH:6][C:5]2[C:8]([C:15]([NH:18][CH:19]3[CH2:24][CH2:23][O:22][CH2:21][CH2:20]3)=[O:17])=[C:9]([CH3:14])[N:10]([CH:11]([CH3:12])[CH3:13])[C:4]=2[CH:3]=1. The yield is 0.500. (2) The reactants are [CH3:1][O:2][C:3](=[O:14])[C:4]1[CH:9]=[CH:8][C:7]([CH:10]=[O:11])=[C:6]([O:12][CH3:13])[CH:5]=1.O.CC(=CC)C.[O-:21]Cl=O.[Na+]. The catalyst is C(O)(C)(C)C.C(Cl)Cl. The product is [CH3:1][O:2][C:3](=[O:14])[C:4]1[CH:9]=[CH:8][C:7]([C:10]([OH:21])=[O:11])=[C:6]([O:12][CH3:13])[CH:5]=1. The yield is 0.470. (3) The product is [Cl:13][CH2:14][C:15]1[O:5][C:4]([C:3]2[CH:8]=[C:9]([CH3:12])[CH:10]=[CH:11][C:2]=2[F:1])=[N:6][N:7]=1. The yield is 0.660. No catalyst specified. The reactants are [F:1][C:2]1[CH:11]=[CH:10][C:9]([CH3:12])=[CH:8][C:3]=1[C:4]([NH:6][NH2:7])=[O:5].[Cl:13][CH2:14][C:15](OCC)(OCC)OCC.